Dataset: Catalyst prediction with 721,799 reactions and 888 catalyst types from USPTO. Task: Predict which catalyst facilitates the given reaction. The catalyst class is: 19. Reactant: [CH:1]1([C:4]([N:6]2[CH2:10][CH2:9][C@@H:8]([CH2:11][NH:12][C:13]3[C:22]([N+:23]([O-])=O)=[CH:21][CH:20]=[CH:19][C:14]=3[C:15]([NH:17][CH3:18])=[O:16])[CH2:7]2)=[O:5])[CH2:3][CH2:2]1. Product: [NH2:23][C:22]1[C:13]([NH:12][CH2:11][C@@H:8]2[CH2:9][CH2:10][N:6]([C:4]([CH:1]3[CH2:3][CH2:2]3)=[O:5])[CH2:7]2)=[C:14]([CH:19]=[CH:20][CH:21]=1)[C:15]([NH:17][CH3:18])=[O:16].